From a dataset of Reaction yield outcomes from USPTO patents with 853,638 reactions. Predict the reaction yield, written as a fraction of the theoretical maximum amount of product (1.0 means a 100% yield; for example, 0.34 means a 34% yield). The yield is 0.920. The catalyst is C1COCC1. The product is [Cl:1][C:2]1[C:10]([C:11]#[N:12])=[CH:9][CH:8]=[C:7]2[C:3]=1[CH:4]=[C:5]([CH:22]([F:23])[F:24])[NH:6]2. The reactants are [Cl:1][C:2]1[C:10]([C:11]#[N:12])=[CH:9][CH:8]=[C:7]2[C:3]=1[CH:4]=[C:5]([CH:22]([F:24])[F:23])[N:6]2S(C1C=CC=CC=1)(=O)=O.CCCC[N+](CCCC)(CCCC)CCCC.[F-].